From a dataset of Forward reaction prediction with 1.9M reactions from USPTO patents (1976-2016). Predict the product of the given reaction. (1) Given the reactants [CH3:1][O:2][C:3](=[O:29])[CH2:4][C:5]1[CH:10]=[C:9]([Br:11])[C:8]([O:12][C:13]2[CH:18]=[CH:17][C:16]([O:19][CH3:20])=[C:15]([CH2:21][CH2:22][CH:23]3[CH2:27][CH2:26][CH2:25][CH2:24]3)[CH:14]=2)=[C:7]([Br:28])[CH:6]=1.[C:30]1([CH3:39])[CH:35]=[CH:34][CH:33]=[C:32]([C:36](Cl)=[O:37])[CH:31]=1, predict the reaction product. The product is: [CH3:1][O:2][C:3](=[O:29])[CH2:4][C:5]1[CH:10]=[C:9]([Br:11])[C:8]([O:12][C:13]2[CH:14]=[C:15]([CH2:21][CH2:22][CH:23]3[CH2:24][CH2:25][CH2:26][CH2:27]3)[C:16]([O:19][CH3:20])=[CH:17][C:18]=2[C:36](=[O:37])[C:32]2[CH:33]=[CH:34][CH:35]=[C:30]([CH3:39])[CH:31]=2)=[C:7]([Br:28])[CH:6]=1. (2) Given the reactants [I-].[CH3:2][S+](C)(C)=O.[H-].[Na+].[F:9][C:10]1[CH:15]=[CH:14][CH:13]=[C:12]([F:16])[C:11]=1[C:17]([S:19]([C:22]1[CH2:26][C:25]([CH3:28])([CH3:27])[O:24][N:23]=1)(=[O:21])=[O:20])=[CH2:18], predict the reaction product. The product is: [F:16][C:12]1[CH:13]=[CH:14][CH:15]=[C:10]([F:9])[C:11]=1[C:17]1([S:19]([C:22]2[CH2:26][C:25]([CH3:28])([CH3:27])[O:24][N:23]=2)(=[O:20])=[O:21])[CH2:2][CH2:18]1. (3) Given the reactants [CH:1]([C:4]1([OH:23])[CH2:11][CH:10]2[CH:6]([CH2:7][CH:8]([NH:12][CH2:13][C:14]([N:16]3[CH2:20][CH2:19][CH2:18][CH:17]3[C:21]#[N:22])=[O:15])[CH2:9]2)[CH2:5]1)([CH3:3])[CH3:2].[ClH:24], predict the reaction product. The product is: [ClH:24].[CH:1]([C:4]1([OH:23])[CH2:11][CH:10]2[CH:6]([CH2:7][CH:8]([NH:12][CH2:13][C:14]([N:16]3[CH2:20][CH2:19][CH2:18][CH:17]3[C:21]#[N:22])=[O:15])[CH2:9]2)[CH2:5]1)([CH3:3])[CH3:2].